From a dataset of Forward reaction prediction with 1.9M reactions from USPTO patents (1976-2016). Predict the product of the given reaction. (1) Given the reactants [Br:1][C:2]1[CH:3]=[C:4]([NH:10][C:11](=[O:17])[O:12][C:13]([CH3:16])([CH3:15])[CH3:14])[C:5](=[O:9])[N:6]([CH3:8])[CH:7]=1.[H-].[Na+].I[CH2:21][CH3:22], predict the reaction product. The product is: [Br:1][C:2]1[CH:3]=[C:4]([N:10]([CH2:21][CH3:22])[C:11](=[O:17])[O:12][C:13]([CH3:14])([CH3:16])[CH3:15])[C:5](=[O:9])[N:6]([CH3:8])[CH:7]=1. (2) Given the reactants [CH3:1][C@@H:2]1[CH2:4][C@H:3]1[NH:5]C(=O)OCC1C=CC=CC=1.C(N(CC)CC)C.[Br:23][C:24]1[CH:29]=[CH:28][C:27]([S:30](Cl)(=[O:32])=[O:31])=[CH:26][CH:25]=1, predict the reaction product. The product is: [Br:23][C:24]1[CH:29]=[CH:28][C:27]([S:30]([NH:5][C@@H:3]2[CH2:4][C@H:2]2[CH3:1])(=[O:32])=[O:31])=[CH:26][CH:25]=1.